Dataset: Catalyst prediction with 721,799 reactions and 888 catalyst types from USPTO. Task: Predict which catalyst facilitates the given reaction. Reactant: [NH2:1][C:2]1[CH:3]=[N:4][CH:5]=[CH:6][C:7]=1[N:8]1[CH2:13][C@H:12]([CH3:14])[C@@H:11]([O:15][Si:16]([C:19]([CH3:22])([CH3:21])[CH3:20])([CH3:18])[CH3:17])[C@H:10]([NH:23][C:24](=[O:26])[O-:25])[CH2:9]1.[Br:27][C:28]1[C:32]2=[N:33][C:34]([C:37]([OH:39])=O)=[CH:35][CH:36]=[C:31]2[O:30][CH:29]=1.CCN([CH:46]([CH3:48])[CH3:47])C(C)C.[CH3:49]N(C(ON1N=NC2C=CC=NC1=2)=[N+](C)C)C.F[P-](F)(F)(F)(F)F. Product: [Br:27][C:28]1[C:32]2=[N:33][C:34]([C:37]([NH:1][C:2]3[CH:3]=[N:4][CH:5]=[CH:6][C:7]=3[N:8]3[CH2:13][C@H:12]([CH3:14])[C@@H:11]([O:15][Si:16]([C:19]([CH3:22])([CH3:20])[CH3:21])([CH3:18])[CH3:17])[C@H:10]([NH:23][C:24](=[O:25])[O:26][C:46]([CH3:48])([CH3:49])[CH3:47])[CH2:9]3)=[O:39])=[CH:35][CH:36]=[C:31]2[O:30][CH:29]=1. The catalyst class is: 3.